From a dataset of Full USPTO retrosynthesis dataset with 1.9M reactions from patents (1976-2016). Predict the reactants needed to synthesize the given product. (1) The reactants are: [S:1]1[C:5]([CH2:6][CH2:7][CH2:8][CH2:9][CH2:10][CH2:11][O:12][CH2:13][C:14]2([CH2:18][CH3:19])[CH2:17][O:16][CH2:15]2)=[CH:4][CH:3]=[C:2]1[C:20]1[S:21][CH:22]=[CH:23][CH:24]=1.C([Li])CCC.C(O[B:34]1[O:38][C:37]([CH3:40])([CH3:39])[C:36]([CH3:42])([CH3:41])[O:35]1)(C)C. Given the product [CH2:18]([C:14]1([CH2:13][O:12][CH2:11][CH2:10][CH2:9][CH2:8][CH2:7][CH2:6][C:5]2[S:1][C:2]([C:20]3[S:21][C:22]([B:34]4[O:38][C:37]([CH3:40])([CH3:39])[C:36]([CH3:42])([CH3:41])[O:35]4)=[CH:23][CH:24]=3)=[CH:3][CH:4]=2)[CH2:17][O:16][CH2:15]1)[CH3:19], predict the reactants needed to synthesize it. (2) Given the product [Cl:1][C:2]1[CH:7]=[CH:6][C:5]([CH2:8][C@@H:9]([NH:33][C:34]([CH:71]2[CH2:70][N:69]([C:62]([O:64][C:65]([CH3:66])([CH3:67])[CH3:68])=[O:63])[CH2:72]2)=[O:35])[C:10]([N:12]2[CH2:13][CH2:14][CH:15]([C:18]3[CH:23]=[CH:22][CH:21]=[CH:20][C:19]=3[N:24]([CH2:29][CH:30]3[CH2:32][CH2:31]3)[S:25]([CH3:28])(=[O:27])=[O:26])[CH2:16][CH2:17]2)=[O:11])=[CH:4][CH:3]=1, predict the reactants needed to synthesize it. The reactants are: [Cl:1][C:2]1[CH:7]=[CH:6][C:5]([CH2:8][C@@H:9]([NH:33][C:34](OC(C)(C)C)=[O:35])[C:10]([N:12]2[CH2:17][CH2:16][CH:15]([C:18]3[CH:23]=[CH:22][CH:21]=[CH:20][C:19]=3[N:24]([CH2:29][CH:30]3[CH2:32][CH2:31]3)[S:25]([CH3:28])(=[O:27])=[O:26])[CH2:14][CH2:13]2)=[O:11])=[CH:4][CH:3]=1.C(O)(C(F)(F)F)=O.C(Cl)CCl.C1C=CC2N(O)N=NC=2C=1.[C:62]([N:69]1[CH:72](C(O)=O)[CH2:71][CH2:70]1)([O:64][C:65]([CH3:68])([CH3:67])[CH3:66])=[O:63].